From a dataset of Reaction yield outcomes from USPTO patents with 853,638 reactions. Predict the reaction yield, written as a fraction of the theoretical maximum amount of product (1.0 means a 100% yield; for example, 0.34 means a 34% yield). (1) The reactants are [Cl:1][C:2]1[CH:3]=[C:4]([CH2:10][CH2:11][C:12]2([CH:20]3[CH2:24][CH2:23][CH2:22][CH2:21]3)[O:17][C:16](=[O:18])[CH2:15][C:14](=[O:19])[CH2:13]2)[CH:5]=[CH:6][C:7]=1[O:8][CH3:9].[CH2:25]1CCN2C(=NCCC2)CC1.IC. The catalyst is CN(C=O)C. The product is [Cl:1][C:2]1[CH:3]=[C:4]([CH2:10][CH2:11][C:12]2([CH:20]3[CH2:24][CH2:23][CH2:22][CH2:21]3)[O:17][C:16](=[O:18])[CH:15]=[C:14]([O:19][CH3:25])[CH2:13]2)[CH:5]=[CH:6][C:7]=1[O:8][CH3:9]. The yield is 0.130. (2) The reactants are [C:1]([O:4][C:5]1[CH:21]=[CH:20][CH:19]=[CH:18][C:6]=1[C:7]([CH2:9][CH2:10][CH2:11][CH2:12][CH2:13][CH2:14][C:15](O)=[O:16])=[O:8])(=[O:3])[CH3:2].[NH2:22][OH:23].Cl. The catalyst is C(N(CC)CC)C. The product is [OH:23][NH:22][C:15](=[O:16])[CH2:14][CH2:13][CH2:12][CH2:11][CH2:10][CH2:9][C:7](=[O:8])[C:6]1[CH:18]=[CH:19][CH:20]=[CH:21][C:5]=1[O:4][C:1](=[O:3])[CH3:2]. The yield is 0.430. (3) The reactants are N.C([O:5][C@@H:6]1[C@@H:10]([CH2:11][O:12]C(=O)C)[O:9][CH:8]([N:16]2[CH:23]=[N:22][C:20]([NH2:21])=[N:19][C:17]2=[O:18])[CH2:7]1)(=O)C. No catalyst specified. The product is [CH2:7]1[C@H:8]([N:16]2[C:17](=[O:18])[N:19]=[C:20]([NH2:21])[N:22]=[CH:23]2)[O:9][C@H:10]([CH2:11][OH:12])[C@H:6]1[OH:5]. The yield is 0.252. (4) The reactants are [Cl-].O[NH3+:3].[C:4](=[O:7])([O-])[OH:5].[Na+].CS(C)=O.[CH2:13]([O:15][C:16]1[CH:21]=[CH:20][C:19]([N:22]2[C:27](=[O:28])[C:26]([CH2:29][C:30]3[CH:35]=[CH:34][C:33]([C:36]4[C:37]([C:42]#[N:43])=[CH:38][CH:39]=[CH:40][CH:41]=4)=[CH:32][CH:31]=3)=[C:25]([CH2:44][CH2:45][CH3:46])[N:24]=[C:23]2[CH3:47])=[CH:18][CH:17]=1)[CH3:14]. The catalyst is O.C(OCC)(=O)C. The product is [CH2:13]([O:15][C:16]1[CH:21]=[CH:20][C:19]([N:22]2[C:27](=[O:28])[C:26]([CH2:29][C:30]3[CH:35]=[CH:34][C:33]([C:36]4[CH:41]=[CH:40][CH:39]=[CH:38][C:37]=4[C:42]4[NH:3][C:4](=[O:7])[O:5][N:43]=4)=[CH:32][CH:31]=3)=[C:25]([CH2:44][CH2:45][CH3:46])[N:24]=[C:23]2[CH3:47])=[CH:18][CH:17]=1)[CH3:14]. The yield is 0.700. (5) The reactants are [F:1][C:2]1[CH:3]=[C:4]([C:10]2[C:15]([C:16]3[CH:21]=[CH:20][C:19]([O:22][CH3:23])=[CH:18][CH:17]=3)=[N:14][NH:13][C:12](=[O:24])[CH:11]=2)[CH:5]=[CH:6][C:7]=1[O:8][CH3:9].[CH2:25](I)[CH3:26]. No catalyst specified. The product is [CH2:25]([N:13]1[C:12](=[O:24])[CH:11]=[C:10]([C:4]2[CH:5]=[CH:6][C:7]([O:8][CH3:9])=[C:2]([F:1])[CH:3]=2)[C:15]([C:16]2[CH:17]=[CH:18][C:19]([O:22][CH3:23])=[CH:20][CH:21]=2)=[N:14]1)[CH3:26]. The yield is 0.978. (6) The reactants are [F:1][C:2]1[C:3]([O:13][CH3:14])=[C:4](I)[C:5]2[O:9][CH2:8][C:7](=[O:10])[C:6]=2[CH:11]=1.[C:15]([CH:17]1[CH2:22][CH2:21][N:20]([C:23]([O:25][C:26]([CH3:29])([CH3:28])[CH3:27])=[O:24])[CH2:19][CH2:18]1)#[CH:16]. The catalyst is C(N(CC)CC)C.Cl[Pd](Cl)([P](C1C=CC=CC=1)(C1C=CC=CC=1)C1C=CC=CC=1)[P](C1C=CC=CC=1)(C1C=CC=CC=1)C1C=CC=CC=1.[Cu]I. The product is [F:1][C:2]1[C:3]([O:13][CH3:14])=[C:4]([C:16]#[C:15][CH:17]2[CH2:18][CH2:19][N:20]([C:23]([O:25][C:26]([CH3:29])([CH3:28])[CH3:27])=[O:24])[CH2:21][CH2:22]2)[C:5]2[O:9][CH2:8][C:7](=[O:10])[C:6]=2[CH:11]=1. The yield is 0.700. (7) The reactants are [CH2:1]([C:3]1[CH:7]=[C:6]([CH2:8][CH3:9])[NH:5][N:4]=1)[CH3:2].[Cl:10][S:11](O)(=[O:13])=[O:12].S(Cl)(Cl)=O. No catalyst specified. The product is [CH2:1]([C:3]1[C:7]([S:11]([Cl:10])(=[O:13])=[O:12])=[C:6]([CH2:8][CH3:9])[NH:5][N:4]=1)[CH3:2]. The yield is 0.850.